This data is from Peptide-MHC class I binding affinity with 185,985 pairs from IEDB/IMGT. The task is: Regression. Given a peptide amino acid sequence and an MHC pseudo amino acid sequence, predict their binding affinity value. This is MHC class I binding data. (1) The peptide sequence is YADGGQWYN. The MHC is HLA-B18:01 with pseudo-sequence HLA-B18:01. The binding affinity (normalized) is 0.0847. (2) The peptide sequence is NMKQCTNDIY. The MHC is HLA-A03:01 with pseudo-sequence HLA-A03:01. The binding affinity (normalized) is 0.505. (3) The peptide sequence is IVILFIMFM. The MHC is HLA-A02:06 with pseudo-sequence HLA-A02:06. The binding affinity (normalized) is 0.389. (4) The MHC is HLA-A68:02 with pseudo-sequence HLA-A68:02. The binding affinity (normalized) is 0.139. The peptide sequence is KISLNEILT. (5) The binding affinity (normalized) is 0.0847. The MHC is HLA-A30:01 with pseudo-sequence HLA-A30:01. The peptide sequence is GFPSLESSF. (6) The peptide sequence is WPLNEGVMAV. The MHC is HLA-B51:01 with pseudo-sequence HLA-B51:01. The binding affinity (normalized) is 0.314.